From a dataset of Catalyst prediction with 721,799 reactions and 888 catalyst types from USPTO. Predict which catalyst facilitates the given reaction. (1) Reactant: [F:1][C:2]([F:25])([F:24])[C:3]([NH:14]C(C1C=CC=CC=1)CO)([CH3:13])[CH2:4][NH:5][C:6](=[O:12])[O:7][C:8]([CH3:11])([CH3:10])[CH3:9]. Product: [NH2:14][C:3]([CH3:13])([C:2]([F:1])([F:24])[F:25])[CH2:4][NH:5][C:6](=[O:12])[O:7][C:8]([CH3:11])([CH3:9])[CH3:10]. The catalyst class is: 421. (2) Reactant: [CH3:1][NH:2][C:3]1[C:8]([NH2:9])=[CH:7][C:6]([C:10]([F:13])([F:12])[F:11])=[CH:5][N:4]=1.[CH2:14]([S:16][C:17]1[CH:24]=[CH:23][CH:22]=[CH:21][C:18]=1[CH:19]=O)[CH3:15].S([O-])(O)=O.[Na+].CN(C=O)C. Product: [CH2:14]([S:16][C:17]1[CH:24]=[CH:23][CH:22]=[CH:21][C:18]=1[C:19]1[N:2]([CH3:1])[C:3]2=[N:4][CH:5]=[C:6]([C:10]([F:11])([F:12])[F:13])[CH:7]=[C:8]2[N:9]=1)[CH3:15]. The catalyst class is: 6. (3) Reactant: C(O)=O.[NH2:4][CH2:5][CH2:6][C:7]1[CH:30]=[CH:29][C:10]([NH:11][CH:12]2[CH2:17][CH2:16][N:15]([C:18]([NH:20][CH2:21][CH2:22][CH2:23][CH2:24][CH2:25][CH2:26][CH2:27][CH3:28])=[O:19])[CH2:14][CH2:13]2)=[CH:9][CH:8]=1.C([Si]([O:48][C:49]1[CH:54]=[CH:53][C:52]([O:55][CH2:56][C@@H:57]2[CH2:59][O:58]2)=[CH:51][C:50]=1[F:60])(C1C=CC=CC=1)C1C=CC=CC=1)(C)(C)C. Product: [CH2:21]([NH:20][C:18]([N:15]1[CH2:16][CH2:17][CH:12]([NH:11][C:10]2[CH:9]=[CH:8][C:7]([CH2:6][CH2:5][NH:4][CH2:59][C@H:57]([OH:58])[CH2:56][O:55][C:52]3[CH:53]=[CH:54][C:49]([OH:48])=[C:50]([F:60])[CH:51]=3)=[CH:30][CH:29]=2)[CH2:13][CH2:14]1)=[O:19])[CH2:22][CH2:23][CH2:24][CH2:25][CH2:26][CH2:27][CH3:28]. The catalyst class is: 147. (4) Reactant: C(N(C(C)C)CC)(C)C.[OH:10][N:11]1[C:15](=[O:16])[C:14]2=[CH:17][CH:18]=[CH:19][CH:20]=[C:13]2[C:12]1=[O:21].Br[CH2:23][CH2:24][CH2:25][OH:26]. Product: [OH:26][CH2:25][CH2:24][CH2:23][O:10][N:11]1[C:12](=[O:21])[C:13]2[C:14](=[CH:17][CH:18]=[CH:19][CH:20]=2)[C:15]1=[O:16]. The catalyst class is: 42. (5) Reactant: [C:1]([C:5]1[CH:9]=[C:8]([NH:10][C:11]([NH:13][C:14]2[C:23]3[C:18](=[CH:19][CH:20]=[CH:21][CH:22]=3)[C:17]([O:24][C:25]3[CH:30]=[CH:29][N:28]=[C:27](Cl)[N:26]=3)=[CH:16][CH:15]=2)=[O:12])[N:7]([C:32]2[CH:33]=[N:34][C:35]([O:38][CH3:39])=[CH:36][CH:37]=2)[N:6]=1)([CH3:4])([CH3:3])[CH3:2].[CH:40]1([S:43][C:44]2[CH:45]=[C:46]([CH:48]=[CH:49][CH:50]=2)[NH2:47])[CH2:42][CH2:41]1.C([O-])(O)=O.[Na+]. Product: [C:1]([C:5]1[CH:9]=[C:8]([NH:10][C:11]([NH:13][C:14]2[C:23]3[C:18](=[CH:19][CH:20]=[CH:21][CH:22]=3)[C:17]([O:24][C:25]3[CH:30]=[CH:29][N:28]=[C:27]([NH:47][C:46]4[CH:48]=[CH:49][CH:50]=[C:44]([S:43][CH:40]5[CH2:42][CH2:41]5)[CH:45]=4)[N:26]=3)=[CH:16][CH:15]=2)=[O:12])[N:7]([C:32]2[CH:33]=[N:34][C:35]([O:38][CH3:39])=[CH:36][CH:37]=2)[N:6]=1)([CH3:4])([CH3:3])[CH3:2]. The catalyst class is: 3.